This data is from Full USPTO retrosynthesis dataset with 1.9M reactions from patents (1976-2016). The task is: Predict the reactants needed to synthesize the given product. (1) The reactants are: [NH2:1][CH:2]([C:4]([OH:6])=O)[CH3:3].[CH2:7](N(CC)CC)[CH3:8].C[Si](Cl)(C)C.C([CH:21]([CH2:25][CH2:26][CH2:27][CH2:28][CH2:29][CH3:30])[C:22](Cl)=[O:23])C.[OH2:31]. Given the product [CH3:7][CH2:8][C:2]([NH:1][C:22](=[O:23])[CH2:21][CH2:25][CH2:26][CH2:27][CH2:28][CH2:29][CH3:30])([CH3:3])[C:4]([OH:6])=[O:31], predict the reactants needed to synthesize it. (2) Given the product [CH3:9][C:10]1([CH3:26])[C:14]([CH3:16])([CH3:15])[O:13][B:12]([C:2]2[CH:8]=[CH:7][CH:6]=[CH:5][C:3]=2[NH2:4])[O:11]1, predict the reactants needed to synthesize it. The reactants are: Br[C:2]1[CH:8]=[CH:7][CH:6]=[CH:5][C:3]=1[NH2:4].[CH3:9][C:10]1([CH3:26])[C:14]([CH3:16])([CH3:15])[O:13][B:12]([B:12]2[O:13][C:14]([CH3:16])([CH3:15])[C:10]([CH3:26])([CH3:9])[O:11]2)[O:11]1.N#N.C([O-])(=O)C.[K+]. (3) Given the product [Br:25][CH2:2][C:3]1[O:11][C:10]2[C:9]([C:12]3[CH:17]=[CH:16][N:15]=[C:14]([NH:18][C:19](=[O:21])[CH3:20])[CH:13]=3)=[CH:8][N:7]([CH3:22])[C:6](=[O:23])[C:5]=2[CH:4]=1, predict the reactants needed to synthesize it. The reactants are: O[CH2:2][C:3]1[O:11][C:10]2[C:9]([C:12]3[CH:17]=[CH:16][N:15]=[C:14]([NH:18][C:19](=[O:21])[CH3:20])[CH:13]=3)=[CH:8][N:7]([CH3:22])[C:6](=[O:23])[C:5]=2[CH:4]=1.P(Br)(Br)[Br:25]. (4) Given the product [NH2:20][C:19]1[N:18]=[CH:17][N:16]=[C:15]2[N:11]([CH:8]3[CH2:7][CH2:6][C:5](=[O:4])[CH2:10][CH2:9]3)[N:12]=[C:13]([C:21]3[CH:22]=[CH:23][C:24]([O:27][C:28]4[CH:33]=[CH:32][CH:31]=[CH:30][CH:29]=4)=[CH:25][CH:26]=3)[C:14]=12, predict the reactants needed to synthesize it. The reactants are: O1[C:5]2([CH2:10][CH2:9][CH:8]([N:11]3[C:15]4=[N:16][CH:17]=[N:18][C:19]([NH2:20])=[C:14]4[C:13]([C:21]4[CH:26]=[CH:25][C:24]([O:27][C:28]5[CH:33]=[CH:32][CH:31]=[CH:30][CH:29]=5)=[CH:23][CH:22]=4)=[N:12]3)[CH2:7][CH2:6]2)[O:4]CC1.Cl.